From a dataset of Reaction yield outcomes from USPTO patents with 853,638 reactions. Predict the reaction yield, written as a fraction of the theoretical maximum amount of product (1.0 means a 100% yield; for example, 0.34 means a 34% yield). (1) The reactants are [N+:1]([C:4]1[C:13]2[C:8](=[CH:9][CH:10]=[CH:11][CH:12]=2)[C:7]([O:14][CH2:15][C:16]2[CH:21]=[CH:20][N:19]=[C:18]([NH2:22])[N:17]=2)=[CH:6][CH:5]=1)([O-])=O.[H][H]. The catalyst is C(Cl)Cl.CC(O)=O.[Pt]. The product is [NH2:1][C:4]1[C:13]2[C:8](=[CH:9][CH:10]=[CH:11][CH:12]=2)[C:7]([O:14][CH2:15][C:16]2[CH:21]=[CH:20][N:19]=[C:18]([NH2:22])[N:17]=2)=[CH:6][CH:5]=1. The yield is 0.640. (2) The reactants are Br[C:2]1[CH:7]=[CH:6][CH:5]=[CH:4][C:3]=1[CH3:8].[F:9][C:10]1[CH:15]=[CH:14][CH:13]=[C:12]([O:16][CH3:17])[C:11]=1B(O)O.C(=O)([O-])[O-].[Na+].[Na+]. The catalyst is C1C=CC([P]([Pd]([P](C2C=CC=CC=2)(C2C=CC=CC=2)C2C=CC=CC=2)([P](C2C=CC=CC=2)(C2C=CC=CC=2)C2C=CC=CC=2)[P](C2C=CC=CC=2)(C2C=CC=CC=2)C2C=CC=CC=2)(C2C=CC=CC=2)C2C=CC=CC=2)=CC=1. The product is [CH3:17][O:16][C:12]1[C:11]([C:2]2[CH:7]=[CH:6][CH:5]=[CH:4][C:3]=2[CH3:8])=[C:10]([F:9])[CH:15]=[CH:14][CH:13]=1. The yield is 0.370. (3) The reactants are C[Si]([N-][Si](C)(C)C)(C)C.[K+].C1C[O:14]CC1.[CH2:16]([O:19][C:20]1([CH3:49])[CH2:25][CH2:24][N:23]([C:26]2[N:31]3[N:32]=[C:33]([C:35]4[CH:40]=[CH:39][CH:38]=[C:37]([Br:41])[CH:36]=4)[CH:34]=[C:30]3[N:29]=[C:28]([CH3:42])[C:27]=2[CH2:43][C:44]([O:46][CH2:47][CH3:48])=[O:45])[CH2:22][CH2:21]1)[CH:17]=[CH2:18].C1(C2ON2S(C2C=CC=CC=2)(=O)=O)C=CC=CC=1. The catalyst is C1COCC1. The product is [CH2:16]([O:19][C:20]1([CH3:49])[CH2:25][CH2:24][N:23]([C:26]2[N:31]3[N:32]=[C:33]([C:35]4[CH:40]=[CH:39][CH:38]=[C:37]([Br:41])[CH:36]=4)[CH:34]=[C:30]3[N:29]=[C:28]([CH3:42])[C:27]=2[CH:43]([OH:14])[C:44]([O:46][CH2:47][CH3:48])=[O:45])[CH2:22][CH2:21]1)[CH:17]=[CH2:18]. The yield is 0.820. (4) The reactants are [CH3:1][C:2]1([CH3:38])[CH2:11][CH2:10][C:9]2[C:8]([N:12]3[CH2:16][CH2:15][CH2:14][CH2:13]3)=[N:7][C:6]3[S:17][C:18]4[C:23]([NH:24][CH2:25][CH2:26][N:27]5[CH2:32][CH2:31][N:30]([C:33](OCC)=O)[CH2:29][CH2:28]5)=[N:22][CH:21]=[N:20][C:19]=4[C:5]=3[C:4]=2[CH2:3]1.[H-].[Al+3].[Li+].[H-].[H-].[H-].O.[OH-].[Na+]. The catalyst is O1CCCC1. The product is [CH3:1][C:2]1([CH3:38])[CH2:11][CH2:10][C:9]2[C:8]([N:12]3[CH2:13][CH2:14][CH2:15][CH2:16]3)=[N:7][C:6]3[S:17][C:18]4[C:19](=[N:20][CH:21]=[N:22][C:23]=4[NH:24][CH2:25][CH2:26][N:27]4[CH2:28][CH2:29][N:30]([CH3:33])[CH2:31][CH2:32]4)[C:5]=3[C:4]=2[CH2:3]1. The yield is 0.340. (5) The reactants are [OH:1][CH:2]([C:4]1[S:8][C:7]([C:9](=O)[CH2:10][CH2:11][C:12](=O)[CH:13]([C:21]2[CH:26]=[CH:25][C:24]([S:27]([CH3:30])(=[O:29])=[O:28])=[CH:23][CH:22]=2)[CH2:14][CH:15]2[CH2:20][CH2:19][O:18][CH2:17][CH2:16]2)=[N:6][CH:5]=1)[CH3:3].C([O-])(=O)C.[NH4+:37].[OH-].[Na+]. The catalyst is C(O)(=O)C. The product is [CH3:30][S:27]([C:24]1[CH:25]=[CH:26][C:21]([CH:13]([C:12]2[NH:37][C:9]([C:7]3[S:8][C:4]([CH:2]([OH:1])[CH3:3])=[CH:5][N:6]=3)=[CH:10][CH:11]=2)[CH2:14][CH:15]2[CH2:16][CH2:17][O:18][CH2:19][CH2:20]2)=[CH:22][CH:23]=1)(=[O:28])=[O:29]. The yield is 0.340. (6) The reactants are Cl.Cl.[C:3]1([C@@H:9]2[CH2:14][N:13]([CH2:15][C:16]3[CH:21]=[CH:20][CH:19]=[CH:18][CH:17]=3)[CH2:12][CH2:11][N:10]2CC=C)[CH:8]=[CH:7][CH:6]=[CH:5][CH:4]=1.C.[OH-].[Na+].C1(C)C=CC=CC=1. The catalyst is O.[Ru](Cl)(Cl)Cl. The product is [C:3]1([C@H:9]2[NH:10][CH2:11][CH2:12][N:13]([CH2:15][C:16]3[CH:17]=[CH:18][CH:19]=[CH:20][CH:21]=3)[CH2:14]2)[CH:8]=[CH:7][CH:6]=[CH:5][CH:4]=1. The yield is 0.910. (7) The reactants are [CH3:1][O:2][C:3]([CH:5]1[CH2:10][CH2:9][CH2:8][N:7]2[C:11]([C:22]3[N:23](S(C)(=O)=O)[CH2:24][N:25]=[CH:26][CH:27]=3)=[C:12]([C:15]3[CH:20]=[CH:19][C:18]([F:21])=[CH:17][CH:16]=3)[C:13](=[O:14])[N:6]12)=[O:4].[CH3:32][C@H:33]([NH2:40])[C:34]1[CH:39]=[CH:38][CH:37]=[CH:36][CH:35]=1. The catalyst is C1(C)C=CC=CC=1.Cl. The product is [CH3:1][O:2][C:3]([CH:5]1[CH2:10][CH2:9][CH2:8][N:7]2[C:11]([C:22]3[CH:27]=[CH:26][N:25]=[C:24]([NH:40][C@H:33]([C:34]4[CH:39]=[CH:38][CH:37]=[CH:36][CH:35]=4)[CH3:32])[N:23]=3)=[C:12]([C:15]3[CH:20]=[CH:19][C:18]([F:21])=[CH:17][CH:16]=3)[C:13](=[O:14])[N:6]12)=[O:4]. The yield is 0.660. (8) The reactants are [ClH:1].[F:2][C:3]1[CH:8]=[CH:7][C:6]([C:9]2([N:12]3[CH2:17][CH2:16][C:15](=[CH:18][C:19]([O:21]C(C)(C)C)=[O:20])[CH2:14][CH2:13]3)[CH2:11][CH2:10]2)=[CH:5][CH:4]=1. The catalyst is O1CCOCC1.C(Cl)Cl. The product is [ClH:1].[F:2][C:3]1[CH:8]=[CH:7][C:6]([C:9]2([N:12]3[CH2:17][CH2:16][C:15](=[CH:18][C:19]([OH:21])=[O:20])[CH2:14][CH2:13]3)[CH2:11][CH2:10]2)=[CH:5][CH:4]=1. The yield is 0.370.